From a dataset of Forward reaction prediction with 1.9M reactions from USPTO patents (1976-2016). Predict the product of the given reaction. (1) Given the reactants [O:1]1[C:6]([C:7]2[CH:12]=[CH:11][N:10]=[CH:9][C:8]=2[N+:13]([O-])=O)=[CH:5][CH2:4][CH2:3][CH2:2]1, predict the reaction product. The product is: [O:1]1[CH2:2][CH2:3][CH2:4][CH2:5][CH:6]1[C:7]1[CH:12]=[CH:11][N:10]=[CH:9][C:8]=1[NH2:13]. (2) The product is: [OH:8][CH2:9][C:10]1([CH3:37])[S:16][CH2:15][CH2:14][N:13]2[C:17]([C:20]3([C:23]4[CH:28]=[CH:27][C:26]([C:29]5[N:34]=[C:33]([C:35]#[N:36])[CH:32]=[CH:31][CH:30]=5)=[CH:25][CH:24]=4)[CH2:22][CH2:21]3)=[N:18][N:19]=[C:12]2[CH2:11]1. Given the reactants [Si]([O:8][CH2:9][C:10]1([CH3:37])[S:16][CH2:15][CH2:14][N:13]2[C:17]([C:20]3([C:23]4[CH:28]=[CH:27][C:26]([C:29]5[N:34]=[C:33]([C:35]#[N:36])[CH:32]=[CH:31][CH:30]=5)=[CH:25][CH:24]=4)[CH2:22][CH2:21]3)=[N:18][N:19]=[C:12]2[CH2:11]1)(C(C)(C)C)(C)C.Cl, predict the reaction product. (3) Given the reactants [Cl:1][C:2]1[C:11]2[C:6](=[CH:7][CH:8]=[CH:9][CH:10]=2)[C:5]([CH2:12][C:13]2[CH:14]=[N:15][C:16]([O:19]C)=[CH:17][CH:18]=2)=[CH:4][N:3]=1.[Si](I)(C)(C)C.CCOC(C)=O.C([O-])(O)=O.[Na+], predict the reaction product. The product is: [Cl:1][C:2]1[C:11]2[C:6](=[CH:7][CH:8]=[CH:9][CH:10]=2)[C:5]([CH2:12][C:13]2[CH:14]=[N:15][C:16]([OH:19])=[CH:17][CH:18]=2)=[CH:4][N:3]=1. (4) Given the reactants C(OC([N:8]1[CH2:26][CH2:25][CH2:24][C:10]2([N:13]([C:14]([O:16][CH2:17][C:18]3[CH:23]=[CH:22][CH:21]=[CH:20][CH:19]=3)=[O:15])[CH2:12][CH2:11]2)[CH2:9]1)=O)(C)(C)C.FC(F)(F)C(O)=O.[OH-].[Na+], predict the reaction product. The product is: [CH2:17]([O:16][C:14]([N:13]1[C:10]2([CH2:24][CH2:25][CH2:26][NH:8][CH2:9]2)[CH2:11][CH2:12]1)=[O:15])[C:18]1[CH:19]=[CH:20][CH:21]=[CH:22][CH:23]=1. (5) Given the reactants [Cl:1][C:2]1[CH:3]=[C:4]([CH:13]=[CH:14][C:15]=1[Cl:16])[CH2:5][N:6]1[CH2:11][CH2:10][C:9](=O)[CH2:8][CH2:7]1.[CH3:17][NH2:18].C(O[BH-](OC(=O)C)OC(=O)C)(=O)C.[Na+].C(=O)(O)[O-].[Na+], predict the reaction product. The product is: [Cl:1][C:2]1[CH:3]=[C:4]([CH:13]=[CH:14][C:15]=1[Cl:16])[CH2:5][N:6]1[CH2:11][CH2:10][CH:9]([NH:18][CH3:17])[CH2:8][CH2:7]1. (6) Given the reactants [F:1][C:2]1[CH:7]=[CH:6][C:5]([N:8]([CH2:12][C:13]([CH3:15])=[CH2:14])[C:9](=[O:11])[CH3:10])=[CH:4][CH:3]=1.[Cl-].[Cl-].[Cl-].[Al+3].O, predict the reaction product. The product is: [F:1][C:2]1[CH:3]=[C:4]2[C:5](=[CH:6][CH:7]=1)[N:8]([C:9](=[O:11])[CH3:10])[CH2:12][C:13]2([CH3:15])[CH3:14]. (7) Given the reactants [Br:1][C:2]1[CH:7]=[CH:6][C:5]([S:8](Cl)(=[O:10])=[O:9])=[CH:4][C:3]=1[CH3:12].S([O-])([O-])=O.[Na+:17].[Na+].C(=O)([O-])O.[Na+], predict the reaction product. The product is: [Br:1][C:2]1[CH:7]=[CH:6][C:5]([S:8]([O-:10])=[O:9])=[CH:4][C:3]=1[CH3:12].[Na+:17].